From a dataset of Full USPTO retrosynthesis dataset with 1.9M reactions from patents (1976-2016). Predict the reactants needed to synthesize the given product. (1) Given the product [F:41][C:38]1[CH:39]=[CH:40][C:35]([C:34]2[CH2:3][C@H:2]([CH2:1][OH:4])[O:43][N:42]=2)=[CH:36][CH:37]=1, predict the reactants needed to synthesize it. The reactants are: [CH2:1]([OH:4])[CH:2]=[CH2:3].C([Zn]CC)C.CCCCCCC.O[C@H]([C@@H](O)C(OC(C)C)=O)C(OC(C)C)=O.Cl[C:34](=[N:42][OH:43])[C:35]1[CH:40]=[CH:39][C:38]([F:41])=[CH:37][CH:36]=1. (2) Given the product [CH3:1][O:2][C:3]1[CH:8]=[C:7]2[C:6]([CH2:9][CH:10]([CH3:11])[N:12]=[CH:13]2)=[CH:5][CH:4]=1, predict the reactants needed to synthesize it. The reactants are: [CH3:1][O:2][C:3]1[CH:8]=[CH:7][C:6]([CH2:9][CH:10]([NH:12][CH:13]=O)[CH3:11])=[CH:5][CH:4]=1.C(Cl)(=O)C(Cl)=O.Cl. (3) Given the product [C:1]([O:5][C:6](=[O:29])[NH:7][C@H:8]([C:10]1[N:19]([C:20]2[CH:25]=[CH:24][CH:23]=[C:22]([NH:26][C:39]([NH:38][C:33]3[CH:34]=[CH:35][CH:36]=[CH:37][C:32]=3[C:31]([F:30])([F:41])[F:42])=[O:40])[CH:21]=2)[C:18](=[O:27])[C:17]2[C:12](=[CH:13][CH:14]=[CH:15][C:16]=2[Cl:28])[N:11]=1)[CH3:9])([CH3:2])([CH3:3])[CH3:4], predict the reactants needed to synthesize it. The reactants are: [C:1]([O:5][C:6](=[O:29])[NH:7][C@H:8]([C:10]1[N:19]([C:20]2[CH:25]=[CH:24][CH:23]=[C:22]([NH2:26])[CH:21]=2)[C:18](=[O:27])[C:17]2[C:12](=[CH:13][CH:14]=[CH:15][C:16]=2[Cl:28])[N:11]=1)[CH3:9])([CH3:4])([CH3:3])[CH3:2].[F:30][C:31]([F:42])([F:41])[C:32]1[CH:37]=[CH:36][CH:35]=[CH:34][C:33]=1[N:38]=[C:39]=[O:40].CO. (4) Given the product [Br:2][CH:3]([C:12]1[CH:17]=[CH:16][N:15]=[C:14]([S:18][CH3:19])[N:13]=1)[C:4]([C:6]1[CH:7]=[CH:8][CH:9]=[CH:10][CH:11]=1)=[O:5], predict the reactants needed to synthesize it. The reactants are: [Br].[Br:2][CH:3]([C:12]1[CH:17]=[CH:16][N:15]=[C:14]([S:18][CH3:19])[N:13]=1)[C:4]([C:6]1[CH:11]=[CH:10][CH:9]=[CH:8][CH:7]=1)=[O:5].CSC1N=C(CC(C2C=CC=CC=2)=O)C=CN=1.BrBr. (5) Given the product [CH3:16][O:17][C:18](=[O:19])/[CH:20]=[CH:14]/[C:13]1[CH:12]=[C:11]2[C:6]([CH:7]=[CH:8][CH:9]=[N:10]2)=[CH:5][C:4]=1[N+:1]([O-:3])=[O:2], predict the reactants needed to synthesize it. The reactants are: [N+:1]([C:4]1[CH:5]=[C:6]2[C:11](=[CH:12][C:13]=1[CH:14]=O)[N:10]=[CH:9][CH:8]=[CH:7]2)([O-:3])=[O:2].[CH3:16][O:17][C:18]([CH:20]=P(C1C=CC=CC=1)(C1C=CC=CC=1)C1C=CC=CC=1)=[O:19].